This data is from Forward reaction prediction with 1.9M reactions from USPTO patents (1976-2016). The task is: Predict the product of the given reaction. (1) Given the reactants [Si:1]([O:8][CH:9]1[CH2:14][CH2:13][C:12](=O)[CH2:11][CH2:10]1)([C:4]([CH3:7])([CH3:6])[CH3:5])([CH3:3])[CH3:2].[NH3:16].[CH2:17](B1OC(C)(C)C(C)(C)O1)[CH:18]=[CH2:19], predict the reaction product. The product is: [CH2:17]([C:12]1([NH2:16])[CH2:13][CH2:14][CH:9]([O:8][Si:1]([C:4]([CH3:7])([CH3:6])[CH3:5])([CH3:3])[CH3:2])[CH2:10][CH2:11]1)[CH:18]=[CH2:19]. (2) Given the reactants [CH3:1][O:2][C:3]1[CH:9]=[CH:8][CH:7]=[CH:6][C:4]=1[NH2:5].Br[C:11]1[CH:16]=[CH:15][CH:14]=[CH:13][CH:12]=1.COC1C=CC=C(OC)C=1C1C=CC=CC=1P(C1CCCCC1)C1CCCCC1.CC(C)([O-])C.[Na+], predict the reaction product. The product is: [CH3:1][O:2][C:3]1[CH:9]=[CH:8][CH:7]=[CH:6][C:4]=1[NH:5][C:11]1[CH:16]=[CH:15][CH:14]=[CH:13][CH:12]=1.